This data is from Reaction yield outcomes from USPTO patents with 853,638 reactions. The task is: Predict the reaction yield, written as a fraction of the theoretical maximum amount of product (1.0 means a 100% yield; for example, 0.34 means a 34% yield). The reactants are P(Cl)(Cl)(Cl)=O.P(Cl)(Cl)(Cl)(Cl)[Cl:7].[N:12]1[O:13][N:14]=[C:15]2[N:20]=[C:19](O)[C:18](O)=[N:17][C:16]=12.[ClH:23]. No catalyst specified. The product is [Cl:23][C:18]1[C:19]([Cl:7])=[N:20][C:15]2=[N:14][O:13][N:12]=[C:16]2[N:17]=1. The yield is 0.440.